From a dataset of CYP3A4 inhibition data for predicting drug metabolism from PubChem BioAssay. Regression/Classification. Given a drug SMILES string, predict its absorption, distribution, metabolism, or excretion properties. Task type varies by dataset: regression for continuous measurements (e.g., permeability, clearance, half-life) or binary classification for categorical outcomes (e.g., BBB penetration, CYP inhibition). Dataset: cyp3a4_veith. The compound is O=C(NCCN1CCN(C(=O)C(c2ccccc2)c2ccccc2)CC1)C(=O)Nc1ccccc1. The result is 0 (non-inhibitor).